Predict the reactants needed to synthesize the given product. From a dataset of Full USPTO retrosynthesis dataset with 1.9M reactions from patents (1976-2016). Given the product [CH3:3][C:4]1[CH:5]=[CH:6][C:7]([C:14]2[CH:19]=[CH:18][CH:17]=[CH:16][N:15]=2)=[C:8]([CH:13]=1)[C:9]([OH:11])=[O:10], predict the reactants needed to synthesize it. The reactants are: [OH-].[Na+].[CH3:3][C:4]1[CH:5]=[CH:6][C:7]([C:14]2[CH:19]=[CH:18][CH:17]=[CH:16][N:15]=2)=[C:8]([CH:13]=1)[C:9]([O:11]C)=[O:10].